Dataset: Catalyst prediction with 721,799 reactions and 888 catalyst types from USPTO. Task: Predict which catalyst facilitates the given reaction. (1) Reactant: C([O:3][C:4](=O)[C:5]([C:7]1[C:15]2[C:10](=[C:11]([CH:16]([CH3:18])[CH3:17])[CH:12]=[CH:13][CH:14]=2)[NH:9][CH:8]=1)=O)C.[BH4-].[Li+]. Product: [CH:16]([C:11]1[CH:12]=[CH:13][CH:14]=[C:15]2[C:10]=1[NH:9][CH:8]=[C:7]2[CH2:5][CH2:4][OH:3])([CH3:18])[CH3:17]. The catalyst class is: 7. (2) Reactant: [OH:1][CH2:2][CH:3]([CH2:5][OH:6])[OH:4].[C:7]([O:14][CH3:15])(=O)[CH2:8][CH2:9][CH2:10][CH2:11][CH3:12]. Product: [CH2:7]([O:1][CH2:2][CH:3]([CH2:5][OH:6])[OH:4])[CH2:8][CH2:9][CH2:10][CH2:11][CH3:12].[CH3:2][CH2:15][O:14][CH2:7][CH3:8]. The catalyst class is: 45. (3) Reactant: [Cl:1][C:2]1[CH:3]=[C:4]([N:8]2[CH2:12][CH2:11][CH:10]([NH:13]C(=O)OC(C)(C)C)[CH2:9]2)[CH:5]=[CH:6][CH:7]=1.[ClH:21].O1CCOCC1. Product: [ClH:1].[ClH:21].[Cl:1][C:2]1[CH:3]=[C:4]([N:8]2[CH2:12][CH2:11][CH:10]([NH2:13])[CH2:9]2)[CH:5]=[CH:6][CH:7]=1. The catalyst class is: 4.